Regression. Given a peptide amino acid sequence and an MHC pseudo amino acid sequence, predict their binding affinity value. This is MHC class II binding data. From a dataset of Peptide-MHC class II binding affinity with 134,281 pairs from IEDB. (1) The peptide sequence is EKKYFAATQFEPQAA. The MHC is DRB1_1602 with pseudo-sequence DRB1_1602. The binding affinity (normalized) is 0.389. (2) The peptide sequence is YTKFLANVSTVLTGK. The MHC is DRB1_0701 with pseudo-sequence DRB1_0701. The binding affinity (normalized) is 0.777. (3) The peptide sequence is DREIYVNVEPTFQRTLHKTK. The MHC is DRB1_0101 with pseudo-sequence DRB1_0101. The binding affinity (normalized) is 0.215. (4) The peptide sequence is WFINWYLPISQLFYN. The MHC is HLA-DPA10301-DPB10402 with pseudo-sequence HLA-DPA10301-DPB10402. The binding affinity (normalized) is 0.560. (5) The binding affinity (normalized) is 0.539. The peptide sequence is IHLVIHRIRTLIGQEHHHHHH. The MHC is DRB4_0103 with pseudo-sequence DRB4_0103.